The task is: Regression/Classification. Given a drug SMILES string, predict its absorption, distribution, metabolism, or excretion properties. Task type varies by dataset: regression for continuous measurements (e.g., permeability, clearance, half-life) or binary classification for categorical outcomes (e.g., BBB penetration, CYP inhibition). Dataset: cyp2c19_veith.. This data is from CYP2C19 inhibition data for predicting drug metabolism from PubChem BioAssay. The drug is COC(=O)[C@@]1(Cc2ccc(F)cc2)[C@H]2c3cc(C(=O)N(C)C)n(Cc4ccc(C(F)(F)F)nc4)c3C[C@H]2CN1C(=O)c1ccccc1. The result is 1 (inhibitor).